Dataset: Forward reaction prediction with 1.9M reactions from USPTO patents (1976-2016). Task: Predict the product of the given reaction. (1) Given the reactants FC1C(O[C:9]([C:11]2[N:12]([CH3:33])[C:13]3[C:21]([C:22]=2[Br:23])=[C:20]2[C:16]([C:17](=[O:25])[NH:18][C:19]2=[O:24])=[C:15]([C:26]2[CH:31]=[CH:30][CH:29]=[CH:28][C:27]=2[Cl:32])[CH:14]=3)=[O:10])=C(F)C(F)=C(F)C=1F.[NH2:38][C:39]1[CH:44]=[CH:43][CH:42]=[CH:41][C:40]=1[OH:45], predict the reaction product. The product is: [OH:45][C:40]1[CH:41]=[CH:42][CH:43]=[CH:44][C:39]=1[NH:38][C:9]([C:11]1[N:12]([CH3:33])[C:13]2[C:21]([C:22]=1[Br:23])=[C:20]1[C:16]([C:17](=[O:25])[NH:18][C:19]1=[O:24])=[C:15]([C:26]1[CH:31]=[CH:30][CH:29]=[CH:28][C:27]=1[Cl:32])[CH:14]=2)=[O:10]. (2) Given the reactants C[O:2][C:3](=[O:30])[CH2:4][CH2:5][NH:6][C:7](=[O:29])[C:8]1[CH:13]=[CH:12][C:11]([CH:14]([O:21][C:22]2[CH:23]=[N:24][C:25](Cl)=[CH:26][CH:27]=2)[CH2:15][CH2:16][CH2:17][CH:18]([CH3:20])[CH3:19])=[CH:10][CH:9]=1.[F:31][C:32]([F:43])([F:42])[C:33]1[CH:38]=[CH:37][C:36](B(O)O)=[CH:35][CH:34]=1, predict the reaction product. The product is: [CH3:20][CH:18]([CH3:19])[CH2:17][CH2:16][CH2:15][CH:14]([C:11]1[CH:12]=[CH:13][C:8]([C:7]([NH:6][CH2:5][CH2:4][C:3]([OH:2])=[O:30])=[O:29])=[CH:9][CH:10]=1)[O:21][C:22]1[CH:23]=[N:24][C:25]([C:36]2[CH:37]=[CH:38][C:33]([C:32]([F:43])([F:42])[F:31])=[CH:34][CH:35]=2)=[CH:26][CH:27]=1. (3) Given the reactants Cl.[CH2:2]([O:4][C:5](=[O:10])[CH2:6][CH2:7][CH2:8][NH2:9])[CH3:3].[C:11]([O:15][C:16]([N:18]1[C:26]2[C:21](=[CH:22][CH:23]=[C:24]([CH:27]=O)[CH:25]=2)[CH:20]=[CH:19]1)=[O:17])([CH3:14])([CH3:13])[CH3:12].[O-]S([O-])(=O)=O.[Mg+2].[BH4-].[Na+], predict the reaction product. The product is: [C:11]([O:15][C:16]([N:18]1[C:26]2[C:21](=[CH:22][CH:23]=[C:24]([CH2:27][NH:9][CH2:8][CH2:7][CH2:6][C:5]([O:4][CH2:2][CH3:3])=[O:10])[CH:25]=2)[CH:20]=[CH:19]1)=[O:17])([CH3:14])([CH3:13])[CH3:12]. (4) Given the reactants [CH3:1][O:2][C:3]1[CH:4]=[C:5]([CH2:10][C@@H:11]2[C@@H:16]([CH2:17][C:18]3[CH:19]=[CH:20][C:21]([OH:26])=[C:22]([O:24][CH3:25])[CH:23]=3)C(=O)O[CH2:12]2)[CH:6]=[CH:7][C:8]=1O.[C:27](=[O:30])([O-])[O-:28].[K+].[K+].I[CH3:34].CN([CH:38]=[O:39])C, predict the reaction product. The product is: [CH3:38][O:39][C:8]1[CH:7]=[CH:6][C:5]([CH2:10][CH:11]2[CH:16]([CH2:17][C:18]3[CH:19]=[CH:20][C:21]([O:26][CH3:34])=[C:22]([O:24][CH3:25])[CH:23]=3)[C:27](=[O:30])[O:28][CH2:12]2)=[CH:4][C:3]=1[O:2][CH3:1]. (5) Given the reactants [Cl:1][C:2]1[C:3]2[S:10][C:9]([Sn](CCCC)(CCCC)CCCC)=[CH:8][C:4]=2[N:5]=[CH:6][N:7]=1.I[C:25]1[CH:26]=[N:27][N:28]([CH2:30][CH2:31][N:32]2[CH2:36][CH2:35][CH2:34][CH2:33]2)[CH:29]=1.[As](C1C=CC=CC=1)(C1C=CC=CC=1)C1C=CC=CC=1, predict the reaction product. The product is: [Cl:1][C:2]1[C:3]2[S:10][C:9]([C:25]3[CH:26]=[N:27][N:28]([CH2:30][CH2:31][N:32]4[CH2:36][CH2:35][CH2:34][CH2:33]4)[CH:29]=3)=[CH:8][C:4]=2[N:5]=[CH:6][N:7]=1.